From a dataset of Forward reaction prediction with 1.9M reactions from USPTO patents (1976-2016). Predict the product of the given reaction. Given the reactants [C:1]([O:5][C:6](=[O:26])[NH:7][CH:8]([C:18]1[CH:23]=[CH:22][C:21]([Cl:24])=[C:20]([Cl:25])[CH:19]=1)[C:9]([C:11]1[CH:16]=[CH:15][C:14](I)=[CH:13][CH:12]=1)=[O:10])([CH3:4])([CH3:3])[CH3:2].[F:27][C:28]1[CH:33]=[CH:32][C:31]([O:34][CH:35]([CH3:37])[CH3:36])=[CH:30][C:29]=1B(O)O, predict the reaction product. The product is: [C:1]([O:5][C:6](=[O:26])[NH:7][CH:8]([C:18]1[CH:23]=[CH:22][C:21]([Cl:24])=[C:20]([Cl:25])[CH:19]=1)[C:9]([C:11]1[CH:16]=[CH:15][C:14]([C:33]2[CH:32]=[C:31]([O:34][CH:35]([CH3:36])[CH3:37])[CH:30]=[CH:29][C:28]=2[F:27])=[CH:13][CH:12]=1)=[O:10])([CH3:4])([CH3:3])[CH3:2].